From a dataset of Full USPTO retrosynthesis dataset with 1.9M reactions from patents (1976-2016). Predict the reactants needed to synthesize the given product. Given the product [C:1]([N:5]1[C:13]2[CH2:12][CH2:11][CH:10]([C:14]([OH:16])=[O:15])[CH2:9][C:8]=2[C:7]([C:18]2[CH:23]=[CH:22][N:21]=[CH:20][CH:19]=2)=[N:6]1)([CH3:4])([CH3:2])[CH3:3], predict the reactants needed to synthesize it. The reactants are: [C:1]([N:5]1[C:13]2[CH2:12][CH2:11][CH:10]([C:14]([O:16]C)=[O:15])[CH2:9][C:8]=2[C:7]([C:18]2[CH:23]=[CH:22][N:21]=[CH:20][CH:19]=2)=[N:6]1)([CH3:4])([CH3:3])[CH3:2].[Li+].[OH-].